From a dataset of Full USPTO retrosynthesis dataset with 1.9M reactions from patents (1976-2016). Predict the reactants needed to synthesize the given product. Given the product [Cl:26][CH2:27][C:28]([N:6]([CH:1]1[CH2:5][CH2:4][CH2:3][CH2:2]1)[C:7]1[CH:23]=[C:22]([F:24])[C:21]([F:25])=[CH:20][C:8]=1[C:9]([NH:11][CH2:12][CH2:13][CH2:14][C:15]([O:17][CH2:18][CH3:19])=[O:16])=[O:10])=[O:29], predict the reactants needed to synthesize it. The reactants are: [CH:1]1([NH:6][C:7]2[CH:23]=[C:22]([F:24])[C:21]([F:25])=[CH:20][C:8]=2[C:9]([NH:11][CH2:12][CH2:13][CH2:14][C:15]([O:17][CH2:18][CH3:19])=[O:16])=[O:10])[CH2:5][CH2:4][CH2:3][CH2:2]1.[Cl:26][CH2:27][C:28](Cl)=[O:29].C(=O)([O-])O.[Na+].